Dataset: Full USPTO retrosynthesis dataset with 1.9M reactions from patents (1976-2016). Task: Predict the reactants needed to synthesize the given product. (1) The reactants are: [Cl:1][C:2]1[CH:3]=[N:4][C:5]2[C:6](=O)[CH2:7][CH2:8][C:9]=2[CH:10]=1.[NH2:12][C:13]1[CH:14]=[CH:15][C:16]([F:30])=[C:17]([C@:19]2([CH3:29])[C:25]([F:27])([F:26])[CH2:24][O:23][CH2:22][C:21](=[O:28])[NH:20]2)[CH:18]=1.[B][B][B][B][B][B][B][B][B][B].C([O-])(O)=O.[Na+]. Given the product [Cl:1][C:2]1[CH:10]=[C:9]2[CH2:8][CH2:7][CH:6]([NH:12][C:13]3[CH:14]=[CH:15][C:16]([F:30])=[C:17]([C@:19]4([CH3:29])[C:25]([F:26])([F:27])[CH2:24][O:23][CH2:22][C:21](=[O:28])[NH:20]4)[CH:18]=3)[C:5]2=[N:4][CH:3]=1, predict the reactants needed to synthesize it. (2) Given the product [F:23][C:20]1[CH:21]=[C:22]2[C:17](=[CH:18][CH:19]=1)[NH:16][CH:15]=[C:14]2[C@H:11]1[CH2:12][CH2:13][C@H:9]([NH2:8])[CH2:10]1, predict the reactants needed to synthesize it. The reactants are: C([NH:8][C@H:9]1[CH2:13][CH2:12][C@H:11]([C:14]2[C:22]3[C:17](=[CH:18][CH:19]=[C:20]([F:23])[CH:21]=3)[NH:16][CH:15]=2)[CH2:10]1)C1C=CC=CC=1.C([O-])=O.[NH4+]. (3) Given the product [Cl:27][C:28]1[N:33]=[C:32]([CH:34]([C:37]2[CH:42]=[CH:41][CH:40]=[CH:39][CH:38]=2)[CH2:35][NH:36][C:2]2[C:11]3[C:6](=[CH:7][CH:8]=[CH:9][CH:10]=3)[N:5]=[C:4]([C:12]3[CH:13]=[N:14][CH:15]=[CH:16][CH:17]=3)[N:3]=2)[CH:31]=[CH:30][CH:29]=1, predict the reactants needed to synthesize it. The reactants are: Cl[C:2]1[C:11]2[C:6](=[CH:7][CH:8]=[CH:9][CH:10]=2)[N:5]=[C:4]([C:12]2[CH:13]=[N:14][CH:15]=[CH:16][CH:17]=2)[N:3]=1.C(N(CC)C(C)C)(C)C.[Cl:27][C:28]1[N:33]=[C:32]([CH:34]([C:37]2[CH:42]=[CH:41][CH:40]=[CH:39][CH:38]=2)[CH2:35][NH2:36])[CH:31]=[CH:30][CH:29]=1.